This data is from Full USPTO retrosynthesis dataset with 1.9M reactions from patents (1976-2016). The task is: Predict the reactants needed to synthesize the given product. (1) Given the product [CH3:1][C:2]1[C:7]([I:8])=[CH:6][CH:5]=[CH:4][C:3]=1[N:9]1[C:13](=[O:14])[N:12]([CH3:15])[N:11]=[N:10]1, predict the reactants needed to synthesize it. The reactants are: [CH3:1][C:2]1[C:7]([I:8])=[CH:6][CH:5]=[CH:4][C:3]=1[N:9]1[C:13](=[O:14])[NH:12][N:11]=[N:10]1.[C:15](=O)([O-])[O-].[K+].[K+].S(OC)(OC)(=O)=O.C(=O)(O)[O-].[Na+]. (2) The reactants are: [C:1]([C:5]1[CH:6]=[C:7]([CH:12]=[C:13]([I:16])[C:14]=1[OH:15])[C:8]([O:10][CH3:11])=[O:9])([CH3:4])([CH3:3])[CH3:2].[C:17](=O)([O-])[O-].[K+].[K+].COS(=O)(=O)OC.O. Given the product [C:1]([C:5]1[CH:6]=[C:7]([CH:12]=[C:13]([I:16])[C:14]=1[O:15][CH3:17])[C:8]([O:10][CH3:11])=[O:9])([CH3:4])([CH3:2])[CH3:3], predict the reactants needed to synthesize it.